This data is from Full USPTO retrosynthesis dataset with 1.9M reactions from patents (1976-2016). The task is: Predict the reactants needed to synthesize the given product. Given the product [CH:21]1[C:22]2[CH2:23][C:10]3[CH:9]=[C:8]4[C:7]5[C:15]([CH2:14][C:13]4=[CH:12][C:11]=3[C:17]=2[CH:18]=[CH:19][CH:20]=1)=[CH:3][CH:4]=[CH:5][CH:6]=5, predict the reactants needed to synthesize it. The reactants are: [OH-].[K+].[CH:3]1[C:15]2[C:14](=O)[C:13]3[CH:12]=[C:11]4[C:17]5[C:22]([C:23](=O)[C:10]4=[CH:9][C:8]=3[C:7]=2[CH:6]=[CH:5][CH:4]=1)=[CH:21][CH:20]=[CH:19][CH:18]=5.O.NN.Cl.